This data is from Catalyst prediction with 721,799 reactions and 888 catalyst types from USPTO. The task is: Predict which catalyst facilitates the given reaction. (1) Reactant: C(Cl)(=O)C(Cl)=O.[CH2:7]([O:9][C:10]1[CH:18]=[CH:17][C:13]([C:14]([OH:16])=O)=[CH:12][CH:11]=1)[CH3:8].Cl.[NH2:20][C:21]1([C:24]([O:26][CH2:27][CH3:28])=[O:25])[CH2:23][CH2:22]1.C(N(CC)CC)C.Cl. Product: [CH2:7]([O:9][C:10]1[CH:11]=[CH:12][C:13]([C:14]([NH:20][C:21]2([C:24]([O:26][CH2:27][CH3:28])=[O:25])[CH2:23][CH2:22]2)=[O:16])=[CH:17][CH:18]=1)[CH3:8]. The catalyst class is: 120. (2) The catalyst class is: 733. Reactant: [OH:1][C:2]([C:4]([F:7])([F:6])[F:5])=[O:3].[CH2:8]([N:15]1[CH2:24][CH2:23][C:22]2[C:17](=[N:18][C:19](Cl)=[C:20]([N:25]3[CH2:30][CH2:29][CH:28]([O:31][C:32]4[CH:37]=[CH:36][C:35]([F:38])=[CH:34][C:33]=4[F:39])[CH2:27][CH2:26]3)[N:21]=2)[CH:16]1[CH3:41])[C:9]1[CH:14]=[CH:13][CH:12]=[CH:11][CH:10]=1.[CH:42]([NH2:45])([CH3:44])[CH3:43].CC(C)([O-])C.[Na+]. Product: [CH2:8]([N:15]1[CH2:24][CH2:23][C:22]2[C:17](=[N:18][C:19]([NH:45][CH:42]([CH3:44])[CH3:43])=[C:20]([N:25]3[CH2:30][CH2:29][CH:28]([O:31][C:32]4[CH:37]=[CH:36][C:35]([F:38])=[CH:34][C:33]=4[F:39])[CH2:27][CH2:26]3)[N:21]=2)[CH:16]1[CH3:41])[C:9]1[CH:14]=[CH:13][CH:12]=[CH:11][CH:10]=1.[C:2]([OH:3])([C:4]([F:7])([F:6])[F:5])=[O:1]. (3) Reactant: [H-].[Na+].[O:3]1[CH2:7][CH2:6][CH2:5][CH:4]1[CH2:8][OH:9].F[C:11]1[N:22]=[CH:21][CH:20]=[C:19]([I:23])[C:12]=1[C:13]([O:15][CH:16]([CH3:18])[CH3:17])=[O:14].C(OCC)(=O)C. Product: [I:23][C:19]1[C:12]([C:13]([O:15][CH:16]([CH3:18])[CH3:17])=[O:14])=[C:11]([O:9][CH2:8][CH:4]2[CH2:5][CH2:6][CH2:7][O:3]2)[N:22]=[CH:21][CH:20]=1. The catalyst class is: 1. (4) Reactant: [CH3:1][O:2][C:3]1[CH:12]=[C:11]2[C:6]([CH2:7][CH2:8][CH2:9][C:10]2=[O:13])=[C:5]([CH3:14])[CH:4]=1.[Br:15]Br. Product: [Br:15][CH:9]1[CH2:8][CH2:7][C:6]2[C:11](=[CH:12][C:3]([O:2][CH3:1])=[CH:4][C:5]=2[CH3:14])[C:10]1=[O:13]. The catalyst class is: 5. (5) Reactant: [N+:1]([C:4]1[CH:5]=[C:6]([CH:10]=[C:11]([N+:13]([O-:15])=[O:14])[CH:12]=1)[C:7](Cl)=[O:8])([O-:3])=[O:2].[CH3:16][O:17][C:18]1[CH:62]=[C:61]([O:63][CH3:64])[CH:60]=[C:59]([O:65][CH3:66])[C:19]=1[CH:20]=[CH:21][CH:22]([S:32]([CH:35]([CH:45]=[CH:46][C:47]1[C:52]([O:53][CH3:54])=[CH:51][C:50]([O:55][CH3:56])=[CH:49][C:48]=1[O:57][CH3:58])[C:36]1[CH:41]=[CH:40][C:39]([O:42][CH3:43])=[C:38]([NH2:44])[CH:37]=1)(=[O:34])=[O:33])[C:23]1[CH:28]=[CH:27][C:26]([O:29][CH3:30])=[C:25]([NH2:31])[CH:24]=1. Product: [CH3:66][O:65][C:59]1[CH:60]=[C:61]([O:63][CH3:64])[CH:62]=[C:18]([O:17][CH3:16])[C:19]=1/[CH:20]=[CH:21]/[CH:22]([S:32]([CH:35](/[CH:45]=[CH:46]/[C:47]1[C:48]([O:57][CH3:58])=[CH:49][C:50]([O:55][CH3:56])=[CH:51][C:52]=1[O:53][CH3:54])[C:36]1[CH:41]=[CH:40][C:39]([O:42][CH3:43])=[C:38]([NH:44][C:7](=[O:8])[C:6]2[CH:5]=[C:4]([N+:1]([O-:3])=[O:2])[CH:12]=[C:11]([N+:13]([O-:15])=[O:14])[CH:10]=2)[CH:37]=1)(=[O:34])=[O:33])[C:23]1[CH:28]=[CH:27][C:26]([O:29][CH3:30])=[C:25]([NH:31][C:7](=[O:8])[C:6]2[CH:5]=[C:4]([N+:1]([O-:3])=[O:2])[CH:12]=[C:11]([N+:13]([O-:15])=[O:14])[CH:10]=2)[CH:24]=1. The catalyst class is: 7. (6) Reactant: [C:1]([C:3]1[C:12]([N+:13]([O-])=O)=[CH:11][C:6]([C:7]([O:9][CH3:10])=[O:8])=[C:5]([CH3:16])[CH:4]=1)#[N:2]. Product: [NH2:13][C:12]1[C:3]([C:1]#[N:2])=[CH:4][C:5]([CH3:16])=[C:6]([CH:11]=1)[C:7]([O:9][CH3:10])=[O:8]. The catalyst class is: 180. (7) Reactant: [CH:1]1([NH:7][C:8]2[N:9]=[CH:10][C:11]3[CH:17]=[N:16][CH:15]=[C:14](I)[C:12]=3[N:13]=2)[CH2:6][CH2:5][CH2:4][CH2:3][CH2:2]1.C([N:26]1[C:34]2[C:29](=[CH:30][CH:31]=[C:32]([C:35]#[N:36])[CH:33]=2)[C:28](B(O)O)=[CH:27]1)(OC(C)(C)C)=O.C(=O)([O-])[O-].[K+].[K+].C1(P(C2CCCCC2)C2C=CC=CC=2C2C(OC)=CC=CC=2OC)CCCCC1.COCCOC.O. Product: [CH:1]1([NH:7][C:8]2[N:9]=[CH:10][C:11]3[CH:17]=[N:16][CH:15]=[C:14]([C:28]4[C:29]5[C:34](=[CH:33][C:32]([C:35]#[N:36])=[CH:31][CH:30]=5)[NH:26][CH:27]=4)[C:12]=3[N:13]=2)[CH2:6][CH2:5][CH2:4][CH2:3][CH2:2]1. The catalyst class is: 167.